From a dataset of Full USPTO retrosynthesis dataset with 1.9M reactions from patents (1976-2016). Predict the reactants needed to synthesize the given product. Given the product [CH3:24][NH:25][C:26]([N:21]1[CH2:20][CH2:19][CH:18]([CH2:17][N:13]([CH:9]2[CH2:8][CH2:7][C:6]3[C:11](=[CH:12][C:3]([O:2][CH3:1])=[CH:4][CH:5]=3)[CH2:10]2)[CH2:14][CH2:15][CH3:16])[CH2:23][CH2:22]1)=[O:27], predict the reactants needed to synthesize it. The reactants are: [CH3:1][O:2][C:3]1[CH:12]=[C:11]2[C:6]([CH2:7][CH2:8][CH:9]([N:13]([CH2:17][CH:18]3[CH2:23][CH2:22][NH:21][CH2:20][CH2:19]3)[CH2:14][CH2:15][CH3:16])[CH2:10]2)=[CH:5][CH:4]=1.[CH3:24][N:25]=[C:26]=[O:27].